This data is from Full USPTO retrosynthesis dataset with 1.9M reactions from patents (1976-2016). The task is: Predict the reactants needed to synthesize the given product. (1) Given the product [Cl:3][C:4]1[CH:13]=[CH:12][C:11]([C:14]#[CH:15])=[CH:10][C:5]=1[C:6]([OH:8])=[O:7], predict the reactants needed to synthesize it. The reactants are: [OH-].[Na+].[Cl:3][C:4]1[CH:13]=[CH:12][C:11]([C:14]#[C:15][Si](C)(C)C)=[CH:10][C:5]=1[C:6]([O:8]C)=[O:7]. (2) Given the product [C:25]([NH:1][C:2]1[CH:15]=[CH:14][C:13]2[C:12](=[O:16])[C:11]3[C:6](=[CH:7][C:8]([NH:17][C:23](=[O:32])[CH3:24])=[CH:9][CH:10]=3)[C:5](=[O:18])[C:4]=2[CH:3]=1)(=[O:27])[CH3:26], predict the reactants needed to synthesize it. The reactants are: [NH2:1][C:2]1[CH:15]=[CH:14][C:13]2[C:12](=[O:16])[C:11]3[C:6](=[CH:7][C:8]([NH2:17])=[CH:9][CH:10]=3)[C:5](=[O:18])[C:4]=2[CH:3]=1.N1[CH:24]=[CH:23]C=CC=1.[C:25](Cl)(=[O:27])[CH3:26].CN(C)C=[O:32]. (3) Given the product [F:1][C:2]1[C:7]([F:8])=[CH:6][CH:5]=[CH:4][C:3]=1[C:9]1([O:14][CH3:15])[CH2:13][CH2:12][N:11]([CH2:24][CH2:25][CH3:26])[CH2:10]1, predict the reactants needed to synthesize it. The reactants are: [F:1][C:2]1[C:7]([F:8])=[CH:6][CH:5]=[CH:4][C:3]=1[C:9]1([O:14][CH3:15])[CH2:13][CH2:12][NH:11][CH2:10]1.C(N(CC)CC)C.I[CH2:24][CH2:25][CH3:26].